From a dataset of Catalyst prediction with 721,799 reactions and 888 catalyst types from USPTO. Predict which catalyst facilitates the given reaction. Reactant: [Cr](Cl)([O-])(=O)=O.[NH+]1C=CC=CC=1.C([O-])(=O)C.[Na+].[CH3:17][C:18]1[CH:19]=[CH:20][C:21]2[N:22]([C:24]([CH2:34][CH:35]([C:37]3[S:38][CH:39]=[CH:40][CH:41]=3)[OH:36])=[C:25]([C:27]3[CH:32]=[CH:31][C:30]([CH3:33])=[CH:29][CH:28]=3)[N:26]=2)[CH:23]=1.O. Product: [CH3:17][C:18]1[CH:19]=[CH:20][C:21]2[N:22]([C:24]([CH2:34][C:35]([C:37]3[S:38][CH:39]=[CH:40][CH:41]=3)=[O:36])=[C:25]([C:27]3[CH:28]=[CH:29][C:30]([CH3:33])=[CH:31][CH:32]=3)[N:26]=2)[CH:23]=1. The catalyst class is: 4.